Dataset: Peptide-MHC class I binding affinity with 185,985 pairs from IEDB/IMGT. Task: Regression. Given a peptide amino acid sequence and an MHC pseudo amino acid sequence, predict their binding affinity value. This is MHC class I binding data. (1) The peptide sequence is GTVLVQVKY. The MHC is HLA-A01:01 with pseudo-sequence HLA-A01:01. The binding affinity (normalized) is 0.342. (2) The peptide sequence is LTPIAAAGRL. The MHC is Patr-B0101 with pseudo-sequence Patr-B0101. The binding affinity (normalized) is 0.377. (3) The peptide sequence is FTIAMWLLL. The MHC is HLA-A68:02 with pseudo-sequence HLA-A68:02. The binding affinity (normalized) is 1.00. (4) The peptide sequence is INFEAPVSI. The MHC is H-2-Ld with pseudo-sequence H-2-Ld. The binding affinity (normalized) is 0.198. (5) The MHC is HLA-B18:01 with pseudo-sequence HLA-B18:01. The binding affinity (normalized) is 0.0847. The peptide sequence is KLWIWIGSQ. (6) The binding affinity (normalized) is 0.479. The peptide sequence is DLVKSSFVKK. The MHC is HLA-A33:01 with pseudo-sequence HLA-A33:01.